Dataset: Forward reaction prediction with 1.9M reactions from USPTO patents (1976-2016). Task: Predict the product of the given reaction. (1) The product is: [CH2:8]([O:10][C:11](=[O:23])[C:12]([C:14]1[C:22]2[C:17](=[CH:18][CH:19]=[CH:20][CH:21]=2)[N:16]([CH2:3][CH2:4][N:5]([CH3:7])[CH3:6])[CH:15]=1)=[O:13])[CH3:9]. Given the reactants ClC[CH2:3][CH2:4][N:5]([CH3:7])[CH3:6].[CH2:8]([O:10][C:11](=[O:23])[C:12]([C:14]1[C:22]2[C:17](=[CH:18][CH:19]=[CH:20][CH:21]=2)[NH:16][CH:15]=1)=[O:13])[CH3:9].C([O-])([O-])=O.[Cs+].[Cs+], predict the reaction product. (2) Given the reactants [CH3:1][O:2][CH:3]([O:15]C)[CH2:4][N:5]1[C:13]2[C:8](=[CH:9][C:10]([I:14])=[CH:11][CH:12]=2)[CH:7]=[N:6]1.Cl, predict the reaction product. The product is: [I:14][C:10]1[CH:9]=[C:8]2[C:13](=[CH:12][CH:11]=1)[N:5]([CH2:4][CH:3]([O:2][CH3:1])[OH:15])[N:6]=[CH:7]2.